From a dataset of Catalyst prediction with 721,799 reactions and 888 catalyst types from USPTO. Predict which catalyst facilitates the given reaction. (1) Reactant: Cl[C:2]1[N:3]=[N:4][C:5]([N:10]2[CH2:15][CH2:14][NH:13][C@H:12]([CH3:16])[CH2:11]2)=[C:6]([CH3:9])[C:7]=1[CH3:8].[F:17][C:18]1[CH:23]=[CH:22][C:21](B(O)O)=[CH:20][CH:19]=1.C1(C)C=CC=CC=1. Product: [F:17][C:18]1[CH:23]=[CH:22][C:21]([C:2]2[N:3]=[N:4][C:5]([N:10]3[CH2:15][CH2:14][NH:13][C@H:12]([CH3:16])[CH2:11]3)=[C:6]([CH3:9])[C:7]=2[CH3:8])=[CH:20][CH:19]=1. The catalyst class is: 690. (2) Reactant: [Cl:1][C:2]1[CH:28]=[CH:27][CH:26]=[C:25]([F:29])[C:3]=1[C:4]([NH:6][C:7]1[NH:11][C:10]2[C:12]3[CH2:13][C:14]([CH3:24])([CH3:23])[O:15][C:16]=3[C:17]([C:19](OC)=[O:20])=[CH:18][C:9]=2[N:8]=1)=[O:5].[F:30][C:31]([F:40])([F:39])[C:32]1[CH:33]=[C:34]([CH:36]=[CH:37][CH:38]=1)[NH2:35].C[Al](C)C. Product: [Cl:1][C:2]1[CH:28]=[CH:27][CH:26]=[C:25]([F:29])[C:3]=1[C:4]([NH:6][C:7]1[NH:11][C:10]2[C:12]3[CH2:13][C:14]([CH3:24])([CH3:23])[O:15][C:16]=3[C:17]([C:19]([NH:35][C:34]3[CH:36]=[CH:37][CH:38]=[C:32]([C:31]([F:30])([F:39])[F:40])[CH:33]=3)=[O:20])=[CH:18][C:9]=2[N:8]=1)=[O:5]. The catalyst class is: 11. (3) Reactant: Cl[C:2]1[N:7]=[C:6]([NH:8][C:9]([C:11]2([C:14]3[CH:15]=[CH:16][C:17]4[O:21][CH2:20][CH2:19][C:18]=4[CH:22]=3)[CH2:13][CH2:12]2)=[O:10])[CH:5]=[C:4]([CH3:23])[CH:3]=1.[CH3:24][O:25][C:26]1[CH:31]=[C:30](B(O)O)[CH:29]=[CH:28][N:27]=1.C([O-])([O-])=O.[Na+].[Na+]. Product: [O:21]1[C:17]2[CH:16]=[CH:15][C:14]([C:11]3([C:9]([NH:8][C:6]4[N:7]=[C:2]([C:30]5[CH:29]=[CH:28][N:27]=[C:26]([O:25][CH3:24])[CH:31]=5)[CH:3]=[C:4]([CH3:23])[CH:5]=4)=[O:10])[CH2:13][CH2:12]3)=[CH:22][C:18]=2[CH2:19][CH2:20]1. The catalyst class is: 104.